From a dataset of Forward reaction prediction with 1.9M reactions from USPTO patents (1976-2016). Predict the product of the given reaction. (1) Given the reactants [Cl:1][C:2]1[N:7]=[C:6]2[N:8]=[C:9]([NH2:12])[CH:10]=[CH:11][C:5]2=[N:4][CH:3]=1.[CH2:13]([N:15]=[C:16]=[O:17])[CH3:14], predict the reaction product. The product is: [Cl:1][C:2]1[N:7]=[C:6]2[N:8]=[C:9]([NH:12][C:16]([NH:15][CH2:13][CH3:14])=[O:17])[CH:10]=[CH:11][C:5]2=[N:4][CH:3]=1. (2) Given the reactants [Cl:1][C:2]1[CH:7]=[CH:6][C:5]([C:8]2[N:9]=[C:10]([NH2:23])[S:11][C:12]=2[CH2:13][N:14]2[CH2:19][CH2:18][CH2:17][C:16]([O:21][CH3:22])([CH3:20])[CH2:15]2)=[CH:4][C:3]=1[C:24]([F:27])([F:26])[F:25].[CH2:28]([O:30][C:31]([CH:33]1[CH2:38][CH2:37][N:36]([C:39]2[N:40]=[CH:41][C:42]([C:45](O)=[O:46])=[N:43][CH:44]=2)[CH2:35][CH2:34]1)=[O:32])[CH3:29].F[P-](F)(F)(F)(F)F.C(/C(=N/OC(N1CCOCC1)=[N+](C)C)/C(OCC)=O)#N.C(N(C(C)C)CC)(C)C, predict the reaction product. The product is: [Cl:1][C:2]1[CH:7]=[CH:6][C:5]([C:8]2[N:9]=[C:10]([NH:23][C:45]([C:42]3[N:43]=[CH:44][C:39]([N:36]4[CH2:37][CH2:38][CH:33]([C:31]([O:30][CH2:28][CH3:29])=[O:32])[CH2:34][CH2:35]4)=[N:40][CH:41]=3)=[O:46])[S:11][C:12]=2[CH2:13][N:14]2[CH2:19][CH2:18][CH2:17][C:16]([O:21][CH3:22])([CH3:20])[CH2:15]2)=[CH:4][C:3]=1[C:24]([F:25])([F:26])[F:27]. (3) Given the reactants [Br:1][C:2]1[CH:3]=[C:4]([N+:9]([O-:11])=[O:10])[C:5](Cl)=[N:6][CH:7]=1.C(=O)([O-])[O-].[K+].[K+].[C:18]([O:25][CH3:26])(=[O:24])[CH2:19][C:20]([O:22][CH3:23])=[O:21].CN(C=O)C, predict the reaction product. The product is: [Br:1][C:2]1[CH:3]=[C:4]([N+:9]([O-:11])=[O:10])[C:5]([CH:19]([C:18]([O:25][CH3:26])=[O:24])[C:20]([O:22][CH3:23])=[O:21])=[N:6][CH:7]=1. (4) Given the reactants [Cl:1][C:2]1[N:3]=[N:4][CH:5]=[CH:6][C:7]=1Cl.[C:9]1([OH:15])[CH:14]=[CH:13][CH:12]=[CH:11][CH:10]=1, predict the reaction product. The product is: [Cl:1][C:2]1[N:3]=[N:4][C:5]([O:15][C:9]2[CH:14]=[CH:13][CH:12]=[CH:11][CH:10]=2)=[CH:6][CH:7]=1. (5) The product is: [ClH:1].[ClH:1].[CH3:15][NH:14][CH2:13][C@@H:12]([OH:16])[C@H:11]([C:17]1[CH:22]=[CH:21][CH:20]=[CH:19][CH:18]=1)[N:8]1[C:7]2=[CH:2][N:3]=[CH:4][CH:5]=[C:6]2[CH:10]=[CH:9]1. Given the reactants [Cl:1][C:2]1[N:3]=[CH:4][CH:5]=[C:6]2[CH:10]=[CH:9][N:8]([C@@H:11]([C:17]3[CH:22]=[CH:21][CH:20]=[CH:19][CH:18]=3)[C@H:12]([OH:16])[CH2:13][NH:14][CH3:15])[C:7]=12.[H][H], predict the reaction product. (6) Given the reactants [Cl:1][C:2]1[S:6][C:5]([CH2:7][OH:8])=[CH:4][CH:3]=1.[C:9](N1C=CN=C1)(N1C=CN=C1)=[O:10].[NH2:21][C:22]1[C:31]2[C:26](=[CH:27][C:28]([CH2:32][N:33]3[CH2:38][CH2:37][NH:36][CH2:35][C:34]3=[O:39])=[CH:29][CH:30]=2)[N:25]=[CH:24][N:23]=1, predict the reaction product. The product is: [Cl:1][C:2]1[S:6][C:5]([CH2:7][O:8][C:9]([N:36]2[CH2:37][CH2:38][N:33]([CH2:32][C:28]3[CH:27]=[C:26]4[C:31]([C:22]([NH2:21])=[N:23][CH:24]=[N:25]4)=[CH:30][CH:29]=3)[C:34](=[O:39])[CH2:35]2)=[O:10])=[CH:4][CH:3]=1. (7) Given the reactants [Cl:1][C:2]1[CH:3]=[N:4][CH:5]=[C:6]([Cl:20])[C:7]=1[S:8][C:9]1[S:13][C:12]([C:14]([OH:16])=O)=[CH:11][C:10]=1[N+:17]([O-:19])=[O:18].[NH2:21][CH2:22][CH2:23][C:24]([N:26]1[CH2:30][CH2:29][CH2:28][CH2:27]1)=[O:25], predict the reaction product. The product is: [Cl:20][C:6]1[CH:5]=[N:4][CH:3]=[C:2]([Cl:1])[C:7]=1[S:8][C:9]1[S:13][C:12]([C:14]([NH:21][CH2:22][CH2:23][C:24](=[O:25])[N:26]2[CH2:30][CH2:29][CH2:28][CH2:27]2)=[O:16])=[CH:11][C:10]=1[N+:17]([O-:19])=[O:18]. (8) The product is: [NH2:1][C:2]1[N:10]=[C:9]([Cl:11])[CH:8]=[CH:7][C:3]=1[C:4]([N:30]([O:39][CH3:40])[CH3:34])=[O:5]. Given the reactants [NH2:1][C:2]1[N:10]=[C:9]([Cl:11])[CH:8]=[CH:7][C:3]=1[C:4](O)=[O:5].O.ON1C2C=CC=CC=2N=N1.F[P-](F)(F)(F)(F)F.[N:30]1([O:39][C:40](N(C)C)=[N+](C)C)[C:34]2C=CC=CC=2N=N1.Cl.CNOC.C(N(CC)C(C)C)(C)C, predict the reaction product.